This data is from Catalyst prediction with 721,799 reactions and 888 catalyst types from USPTO. The task is: Predict which catalyst facilitates the given reaction. (1) Reactant: C(OC([N:8]1[CH2:12][CH2:11][CH2:10][CH:9]1[CH2:13][O:14][C:15]1[CH:20]=[CH:19][C:18]([C:21]([O:23][CH3:24])=[O:22])=[CH:17][N:16]=1)=O)(C)(C)C.C(O)(C(F)(F)F)=O. The catalyst class is: 2. Product: [NH:8]1[CH2:12][CH2:11][CH2:10][CH:9]1[CH2:13][O:14][C:15]1[CH:20]=[CH:19][C:18]([C:21]([O:23][CH3:24])=[O:22])=[CH:17][N:16]=1. (2) Reactant: Br[C:2]1[CH:3]=[N:4][C:5]([N:8]2[CH2:13][CH2:12][N:11]([S:14]([C:17]3([C:23]([O:25][C:26]([CH3:29])([CH3:28])[CH3:27])=[O:24])[CH2:22][CH2:21][O:20][CH2:19][CH2:18]3)(=[O:16])=[O:15])[CH2:10][CH2:9]2)=[N:6][CH:7]=1.[CH3:30][O:31][C:32]1[CH:37]=[CH:36][C:35](B(O)O)=[CH:34][CH:33]=1.C(=O)([O-])[O-].[Cs+].[Cs+].C(OCC)(=O)C.CCCCCC. Product: [CH3:30][O:31][C:32]1[CH:37]=[CH:36][C:35]([C:2]2[CH:3]=[N:4][C:5]([N:8]3[CH2:13][CH2:12][N:11]([S:14]([C:17]4([C:23]([O:25][C:26]([CH3:29])([CH3:28])[CH3:27])=[O:24])[CH2:22][CH2:21][O:20][CH2:19][CH2:18]4)(=[O:16])=[O:15])[CH2:10][CH2:9]3)=[N:6][CH:7]=2)=[CH:34][CH:33]=1. The catalyst class is: 659.